Dataset: Full USPTO retrosynthesis dataset with 1.9M reactions from patents (1976-2016). Task: Predict the reactants needed to synthesize the given product. (1) The reactants are: O1CCCCC1[N:7]1[C:11](B2OC(C)(C)C(C)(C)O2)=[CH:10][N:9]=[CH:8]1.Br[C:22]1[CH:23]=[C:24]2[C:30]([C:31]3[CH:36]=[CH:35][CH:34]=[CH:33][CH:32]=3)=[N:29][N:28](C3CCCCO3)[C:25]2=[CH:26][N:27]=1. Given the product [NH:7]1[C:11]([C:22]2[CH:23]=[C:24]3[C:30]([C:31]4[CH:36]=[CH:35][CH:34]=[CH:33][CH:32]=4)=[N:29][NH:28][C:25]3=[CH:26][N:27]=2)=[CH:10][N:9]=[CH:8]1, predict the reactants needed to synthesize it. (2) The reactants are: [O:1]=[S:2]1(=[O:51])[CH2:7][C@@H:6]2[CH2:8][C@H:3]1[CH2:4][N:5]2[CH2:9][C:10]([NH:12][C@:13]12[CH2:47][CH2:46][C@@H:45]([C:48]([CH3:50])=[CH2:49])[C@@H:14]1[C@@H:15]1[C@@:28]([CH3:31])([CH2:29][CH2:30]2)[C@@:27]2([CH3:32])[C@@H:18]([C@:19]3([CH3:44])[C@@H:24]([CH2:25][CH2:26]2)[C:23]([CH3:34])([CH3:33])[C:22]([C:35]2[CH:43]=[CH:42][C:38]([C:39]([OH:41])=[O:40])=[CH:37][CH:36]=2)=[CH:21][CH2:20]3)[CH2:17][CH2:16]1)=[O:11]. Given the product [O:51]=[S:2]1(=[O:1])[CH2:7][C@@H:6]2[CH2:8][C@H:3]1[CH2:4][N:5]2[CH2:9][C:10]([NH:12][C@:13]12[CH2:47][CH2:46][C@@H:45]([CH:48]([CH3:49])[CH3:50])[C@@H:14]1[C@@H:15]1[C@@:28]([CH3:31])([CH2:29][CH2:30]2)[C@@:27]2([CH3:32])[C@@H:18]([C@:19]3([CH3:44])[C@@H:24]([CH2:25][CH2:26]2)[C:23]([CH3:34])([CH3:33])[C:22]([C:35]2[CH:36]=[CH:37][C:38]([C:39]([OH:41])=[O:40])=[CH:42][CH:43]=2)=[CH:21][CH2:20]3)[CH2:17][CH2:16]1)=[O:11], predict the reactants needed to synthesize it. (3) The reactants are: N1C[CH2:7][CH2:6][C@H:2]1[C:3](O)=O.O=C1O[C@H]([C@H](CO)O)C([O-])=C1O.[Na+].[N-:22]=[N+:23]=[N-:24].[Na+].C(=O)([O-])[O-].[K+].[K+].C(OC)(=O)C#CCC.[F:40][C:41]1[CH:50]=[C:49]([NH:51][S:52]([C:55]2[CH:60]=[CH:59][C:58](I)=[CH:57][CH:56]=2)(=[O:54])=[O:53])[C:48]([F:62])=[CH:47][C:42]=1[C:43]([O:45][CH3:46])=[O:44].O.[NH4+]. Given the product [CH2:6]([C:2]1[N:22]=[N:23][N:24]([C:58]2[CH:59]=[CH:60][C:55]([S:52]([NH:51][C:49]3[C:48]([F:62])=[CH:47][C:42]([C:43]([O:45][CH3:46])=[O:44])=[C:41]([F:40])[CH:50]=3)(=[O:54])=[O:53])=[CH:56][CH:57]=2)[CH:3]=1)[CH3:7], predict the reactants needed to synthesize it. (4) Given the product [Br:1][C:2]1[CH:9]=[CH:8][C:5]([CH:6]=[O:7])=[C:4]([O:10][CH2:20][C:19]([CH3:21])=[CH2:18])[CH:3]=1, predict the reactants needed to synthesize it. The reactants are: [Br:1][C:2]1[CH:9]=[CH:8][C:5]([CH:6]=[O:7])=[C:4]([OH:10])[CH:3]=1.C([O-])([O-])=O.[K+].[K+].Br[CH2:18][C:19]([CH3:21])=[CH2:20].O. (5) Given the product [F:18][C:2]([F:1])([F:17])[C:3]1[CH:15]=[C:14]2[C:6]([C:7]3[CH:8]=[C:9]([NH:16][S:20]([CH3:19])(=[O:22])=[O:21])[CH:10]=[CH:11][C:12]=3[NH:13]2)=[CH:5][CH:4]=1, predict the reactants needed to synthesize it. The reactants are: [F:1][C:2]([F:18])([F:17])[C:3]1[CH:15]=[C:14]2[C:6]([C:7]3[CH:8]=[C:9]([NH2:16])[CH:10]=[CH:11][C:12]=3[NH:13]2)=[CH:5][CH:4]=1.[CH3:19][S:20](Cl)(=[O:22])=[O:21]. (6) The reactants are: [OH:1][C:2]1([CH2:15][C:16]2[CH:21]=[CH:20][CH:19]=[CH:18][C:17]=2[OH:22])[CH2:7][CH2:6][N:5]([C:8]([O:10][C:11]([CH3:14])([CH3:13])[CH3:12])=[O:9])[CH2:4][CH2:3]1.C1C=CC(N([S:30]([C:33]([F:36])([F:35])[F:34])(=[O:32])=[O:31])[S:30]([C:33]([F:36])([F:35])[F:34])(=[O:32])=[O:31])=CC=1.CCN(C(C)C)C(C)C. Given the product [OH:1][C:2]1([CH2:15][C:16]2[CH:21]=[CH:20][CH:19]=[CH:18][C:17]=2[O:22][S:30]([C:33]([F:36])([F:35])[F:34])(=[O:32])=[O:31])[CH2:7][CH2:6][N:5]([C:8]([O:10][C:11]([CH3:13])([CH3:14])[CH3:12])=[O:9])[CH2:4][CH2:3]1, predict the reactants needed to synthesize it.